Task: Predict the reactants needed to synthesize the given product.. Dataset: Full USPTO retrosynthesis dataset with 1.9M reactions from patents (1976-2016) Given the product [BrH:1].[N:6]1[CH:7]=[CH:8][CH:9]=[CH:10][C:5]=1[C:3]1[N:11]=[C:12]2[N:17]=[CH:16][CH:15]=[CH:14][N:13]2[CH:2]=1, predict the reactants needed to synthesize it. The reactants are: [Br:1][CH2:2][C:3]([C:5]1[CH:10]=[CH:9][CH:8]=[CH:7][N:6]=1)=O.[NH2:11][C:12]1[N:17]=[CH:16][CH:15]=[CH:14][N:13]=1.